Dataset: Reaction yield outcomes from USPTO patents with 853,638 reactions. Task: Predict the reaction yield, written as a fraction of the theoretical maximum amount of product (1.0 means a 100% yield; for example, 0.34 means a 34% yield). The reactants are [CH3:1][C:2]1([C:5]2[NH:6][C:7]3[C:12]([CH:13]=2)=[CH:11][C:10]([N+:14]([O-])=O)=[CH:9][CH:8]=3)[CH2:4][CH2:3]1. The catalyst is CCO.[Ni]. The product is [CH3:1][C:2]1([C:5]2[NH:6][C:7]3[C:12]([CH:13]=2)=[CH:11][C:10]([NH2:14])=[CH:9][CH:8]=3)[CH2:4][CH2:3]1. The yield is 0.280.